This data is from Forward reaction prediction with 1.9M reactions from USPTO patents (1976-2016). The task is: Predict the product of the given reaction. (1) Given the reactants [Br:1][C:2]1[CH:7]=[C:6]([N+:8]([O-])=O)[CH:5]=[CH:4][C:3]=1[F:11].C(O)C.O.O.[Sn](Cl)Cl, predict the reaction product. The product is: [Br:1][C:2]1[CH:7]=[C:6]([NH2:8])[CH:5]=[CH:4][C:3]=1[F:11]. (2) Given the reactants C[Al](C)C.[CH3:5][O:6][C:7]1[CH:8]=[C:9]([CH2:15][CH2:16][C:17]2[CH:18]=[C:19]([NH2:22])[NH:20][N:21]=2)[CH:10]=[C:11]([O:13][CH3:14])[CH:12]=1.[CH2:23]([N:25]1[CH2:30][CH2:29][N:28]([C:31]2[CH:40]=[CH:39][C:34]([C:35](OC)=[O:36])=[CH:33][CH:32]=2)[CH2:27][CH2:26]1)[CH3:24].Cl, predict the reaction product. The product is: [CH3:14][O:13][C:11]1[CH:10]=[C:9]([CH2:15][CH2:16][C:17]2[CH:18]=[C:19]([NH:22][C:35](=[O:36])[C:34]3[CH:33]=[CH:32][C:31]([N:28]4[CH2:27][CH2:26][N:25]([CH2:23][CH3:24])[CH2:30][CH2:29]4)=[CH:40][CH:39]=3)[NH:20][N:21]=2)[CH:8]=[C:7]([O:6][CH3:5])[CH:12]=1. (3) The product is: [F:2][C:3]1([S:9]([C:12]2[CH:17]=[CH:16][CH:15]=[CH:14][CH:13]=2)(=[O:11])=[O:10])[CH2:8][CH2:7][NH:6][CH2:5][CH2:4]1. Given the reactants Cl.[F:2][C:3]1([S:9]([C:12]2[CH:17]=[CH:16][CH:15]=[CH:14][CH:13]=2)(=[O:11])=[O:10])[CH2:8][CH2:7][NH:6][CH2:5][CH2:4]1.C(=O)(O)[O-].[Na+], predict the reaction product.